This data is from NCI-60 drug combinations with 297,098 pairs across 59 cell lines. The task is: Regression. Given two drug SMILES strings and cell line genomic features, predict the synergy score measuring deviation from expected non-interaction effect. (1) Drug 1: CC1OCC2C(O1)C(C(C(O2)OC3C4COC(=O)C4C(C5=CC6=C(C=C35)OCO6)C7=CC(=C(C(=C7)OC)O)OC)O)O. Drug 2: CCC1=C2N=C(C=C(N2N=C1)NCC3=C[N+](=CC=C3)[O-])N4CCCCC4CCO. Cell line: OVCAR3. Synergy scores: CSS=44.0, Synergy_ZIP=-5.98, Synergy_Bliss=-3.23, Synergy_Loewe=-27.0, Synergy_HSA=-0.0267. (2) Drug 1: CC1=C(C=C(C=C1)C(=O)NC2=CC(=CC(=C2)C(F)(F)F)N3C=C(N=C3)C)NC4=NC=CC(=N4)C5=CN=CC=C5. Drug 2: CC1CCC2CC(C(=CC=CC=CC(CC(C(=O)C(C(C(=CC(C(=O)CC(OC(=O)C3CCCCN3C(=O)C(=O)C1(O2)O)C(C)CC4CCC(C(C4)OC)OCCO)C)C)O)OC)C)C)C)OC. Cell line: HOP-92. Synergy scores: CSS=-5.96, Synergy_ZIP=2.54, Synergy_Bliss=-1.16, Synergy_Loewe=-4.28, Synergy_HSA=-4.74. (3) Drug 1: C1=CC(=CC=C1CCCC(=O)O)N(CCCl)CCCl. Cell line: TK-10. Synergy scores: CSS=13.3, Synergy_ZIP=-3.71, Synergy_Bliss=-0.812, Synergy_Loewe=-1.51, Synergy_HSA=-1.52. Drug 2: B(C(CC(C)C)NC(=O)C(CC1=CC=CC=C1)NC(=O)C2=NC=CN=C2)(O)O.